Dataset: Catalyst prediction with 721,799 reactions and 888 catalyst types from USPTO. Task: Predict which catalyst facilitates the given reaction. Reactant: [F:1][C:2]1[C:11]2[C:6](=[CH:7][CH:8]=[CH:9][CH:10]=2)[CH:5]=[CH:4][CH:3]=1.[Br:12]Br.Br. Product: [Br:12][C:5]1[C:6]2[C:11](=[CH:10][CH:9]=[CH:8][CH:7]=2)[C:2]([F:1])=[CH:3][CH:4]=1. The catalyst class is: 53.